Dataset: Retrosynthesis with 50K atom-mapped reactions and 10 reaction types from USPTO. Task: Predict the reactants needed to synthesize the given product. (1) Given the product Oc1cc(Br)cc(I)c1, predict the reactants needed to synthesize it. The reactants are: COc1cc(Br)cc(I)c1. (2) Given the product Nc1ccccc1Oc1ccc(-c2nnnn2Cc2ccccc2)c(-c2nnnn2Cc2ccccc2)c1, predict the reactants needed to synthesize it. The reactants are: CC(=O)Nc1ccccc1Oc1ccc(-c2nnnn2Cc2ccccc2)c(-c2nnnn2Cc2ccccc2)c1. (3) Given the product CC(C)C1=NC(NC(=O)OC(C)(C)C)C(=O)Nc2ccccc21, predict the reactants needed to synthesize it. The reactants are: CC(C)(C)OC(=O)OC(=O)OC(C)(C)C.CC(C)C1=NC(N)C(=O)Nc2ccccc21. (4) The reactants are: COc1ccccc1COCCCOc1ccc(C2CCN(C(=O)OC(C)(C)C)CC2O)cc1.O=[N+]([O-])c1cccc(CCl)c1. Given the product COc1ccccc1COCCCOc1ccc(C2CCN(C(=O)OC(C)(C)C)CC2OCc2cccc([N+](=O)[O-])c2)cc1, predict the reactants needed to synthesize it.